From a dataset of Forward reaction prediction with 1.9M reactions from USPTO patents (1976-2016). Predict the product of the given reaction. Given the reactants F[C:2](F)(F)[C:3]([OH:5])=O.[NH2:8][C@@:9]1([CH2:38][CH2:39][C:40]([CH3:43])([CH3:42])[CH3:41])[C:18]2C(=[CH:14][CH:15]=[CH:16][CH:17]=2)C(O)=[C:11]([C:20]2[NH:25][C:24]3[CH:26]=[CH:27][C:28]([NH:30][S:31]([CH3:34])(=[O:33])=[O:32])=[CH:29][C:23]=3[S:22](=[O:36])(=[O:35])[N:21]=2)[C:10]1=[O:37].C(N(CC)C(C)C)(C)C.[CH3:53][C:54]1[CH:61]=[CH:60][CH:59]=[C:58]([CH3:62])[C:55]=1[CH:56]=O.[O-]S([O-])(=O)=O.[Mg+2].C(O[BH-](OC(=O)C)OC(=O)C)(=O)C.[Na+].C(O)(=O)C, predict the reaction product. The product is: [CH3:53][C:54]1[CH:61]=[CH:60][CH:59]=[C:58]([CH3:62])[C:55]=1[CH2:56][NH:8][C@@:9]1([CH2:38][CH2:39][C:40]([CH3:43])([CH3:42])[CH3:41])[C:18]2[C:2](=[CH:14][CH:15]=[CH:16][CH:17]=2)[C:3]([OH:5])=[C:11]([C:20]2[NH:25][C:24]3[CH:26]=[CH:27][C:28]([NH:30][S:31]([CH3:34])(=[O:33])=[O:32])=[CH:29][C:23]=3[S:22](=[O:36])(=[O:35])[N:21]=2)[C:10]1=[O:37].